This data is from Full USPTO retrosynthesis dataset with 1.9M reactions from patents (1976-2016). The task is: Predict the reactants needed to synthesize the given product. (1) Given the product [C:6]([O:10][C:11](=[O:26])[CH2:12][O:13][C:14]1[C:19]2[CH2:20][CH2:21][CH2:22][CH2:23][CH:24]([NH2:28])[C:18]=2[CH:17]=[CH:16][CH:15]=1)([CH3:9])([CH3:8])[CH3:7], predict the reactants needed to synthesize it. The reactants are: C([O-])(=O)C.[NH4+].[C:6]([O:10][C:11](=[O:26])[CH2:12][O:13][C:14]1[C:19]2[CH2:20][CH2:21][CH2:22][CH2:23][C:24](=O)[C:18]=2[CH:17]=[CH:16][CH:15]=1)([CH3:9])([CH3:8])[CH3:7].C([BH3-])#[N:28].[Na+]. (2) Given the product [F:1][C:2]1[CH:3]=[C:4]2[C:9](=[CH:10][C:11]=1[F:12])[C:8](=[O:13])[NH:7][CH:6]=[C:5]2[I:14], predict the reactants needed to synthesize it. The reactants are: [F:1][C:2]1[CH:3]=[C:4]2[C:9](=[CH:10][C:11]=1[F:12])[C:8](=[O:13])[NH:7][CH:6]=[CH:5]2.[I:14]I.C(=O)([O-])O.[Na+].S([O-])([O-])(=O)=S.[Na+].[Na+]. (3) Given the product [O:1]1[C:5]2([CH2:10][CH2:9][CH:8]([N:12]3[CH2:16][CH2:15][C@@H:14]([NH:17][C:18](=[O:24])[O:19][C:20]([CH3:22])([CH3:21])[CH3:23])[CH2:13]3)[CH2:7][CH2:6]2)[O:4][CH2:3][CH2:2]1, predict the reactants needed to synthesize it. The reactants are: [O:1]1[C:5]2([CH2:10][CH2:9][C:8](=O)[CH2:7][CH2:6]2)[O:4][CH2:3][CH2:2]1.[NH:12]1[CH2:16][CH2:15][C@@H:14]([NH:17][C:18](=[O:24])[O:19][C:20]([CH3:23])([CH3:22])[CH3:21])[CH2:13]1.C(O[BH-](OC(=O)C)OC(=O)C)(=O)C.[Na+].